From a dataset of Forward reaction prediction with 1.9M reactions from USPTO patents (1976-2016). Predict the product of the given reaction. (1) Given the reactants [NH2:1][C:2]1[C:10]([Br:11])=[CH:9][CH:8]=[CH:7][C:3]=1[C:4]([OH:6])=[O:5].S(=O)(=O)(O)O.[CH3:17]O, predict the reaction product. The product is: [NH2:1][C:2]1[C:10]([Br:11])=[CH:9][CH:8]=[CH:7][C:3]=1[C:4]([O:6][CH3:17])=[O:5]. (2) Given the reactants [I:1][C:2]1[CH:10]=[CH:9][C:5]([C:6](Cl)=[O:7])=[CH:4][CH:3]=1.[NH2:11][C:12]1[O:13][C:14]([C:17]2[O:18][CH:19]=[CH:20][CH:21]=2)=[N:15][N:16]=1, predict the reaction product. The product is: [O:18]1[CH:19]=[CH:20][CH:21]=[C:17]1[C:14]1[O:13][C:12]([NH:11][C:6]([C:5]2[CH:9]=[CH:10][C:2]([I:1])=[CH:3][CH:4]=2)=[O:7])=[N:16][N:15]=1. (3) Given the reactants [F:1][C:2]([F:19])([F:18])[CH2:3][NH:4][C:5]1[CH:13]=[CH:12][C:11]([C:14](F)(F)F)=[CH:10][C:6]=1[C:7]([OH:9])=O.[CH3:20][C:21]([NH2:25])([C:23]#[CH:24])[CH3:22].CCN=C=NCCCN(C)C.C1C=CC2N(O)N=NC=2C=1, predict the reaction product. The product is: [CH3:20][C:21]([NH:25][C:7](=[O:9])[C:6]1[CH:10]=[C:11]([CH2:14][C:2]([F:19])([F:18])[F:1])[CH:12]=[CH:13][C:5]=1[NH:4][CH2:3][C:2]([F:1])([F:19])[F:18])([C:23]#[CH:24])[CH3:22]. (4) Given the reactants [CH3:1][N:2]1[CH2:15][CH2:14][C:5]2[NH:6][C:7]3[CH:8]=[CH:9][C:10]([CH3:13])=[CH:11][C:12]=3[C:4]=2[CH2:3]1.Br[C:17]1[N:21]([CH3:22])[CH:20]=[N:19][CH:18]=1.[O-]P([O-])([O-])=O.[K+].[K+].[K+].N1CCC[C@H]1C(O)=O, predict the reaction product. The product is: [CH3:1][N:2]1[CH2:15][CH2:14][C:5]2[N:6]([C:17]3[N:21]([CH3:22])[CH:20]=[N:19][CH:18]=3)[C:7]3[CH:8]=[CH:9][C:10]([CH3:13])=[CH:11][C:12]=3[C:4]=2[CH2:3]1. (5) Given the reactants [Br:1][C:2]1[CH:14]=[CH:13][C:5]([C:6]([O:8][C:9]([CH3:12])([CH3:11])[CH3:10])=[O:7])=[CH:4][C:3]=1[CH3:15].[Br:16]N1C(=O)CCC1=O, predict the reaction product. The product is: [Br:1][C:2]1[CH:14]=[CH:13][C:5]([C:6]([O:8][C:9]([CH3:10])([CH3:11])[CH3:12])=[O:7])=[CH:4][C:3]=1[CH2:15][Br:16]. (6) Given the reactants C(OC([NH:8][CH2:9][C@H:10]([NH:15][C:16]([C:18]1[C:19]([C:29]([F:32])([F:31])[F:30])=[N:20][N:21]([C:23]2[CH:28]=[CH:27][CH:26]=[CH:25][CH:24]=2)[CH:22]=1)=[O:17])[C:11]([O:13][CH3:14])=[O:12])=O)(C)(C)C, predict the reaction product. The product is: [NH2:8][CH2:9][C@H:10]([NH:15][C:16]([C:18]1[C:19]([C:29]([F:32])([F:31])[F:30])=[N:20][N:21]([C:23]2[CH:28]=[CH:27][CH:26]=[CH:25][CH:24]=2)[CH:22]=1)=[O:17])[C:11]([O:13][CH3:14])=[O:12].